From a dataset of Catalyst prediction with 721,799 reactions and 888 catalyst types from USPTO. Predict which catalyst facilitates the given reaction. (1) Reactant: [OH:1][CH:2]([CH3:15])[C:3]#[C:4][C:5]([O:7][CH2:8][C:9]1[CH:14]=[CH:13][CH:12]=[CH:11][CH:10]=1)=[O:6].CC(OI1(OC(C)=O)(OC(C)=O)OC(=O)C2C=CC=CC1=2)=O.C(OCC)C. Product: [CH2:8]([O:7][C:5](=[O:6])[C:4]#[C:3][C:2](=[O:1])[CH3:15])[C:9]1[CH:14]=[CH:13][CH:12]=[CH:11][CH:10]=1. The catalyst class is: 4. (2) The catalyst class is: 22. Product: [OH:9][C:8]1[CH:10]=[CH:11][C:3](/[CH:2]=[CH:19]/[C:20]([O:22][CH2:23][CH3:24])=[O:21])=[CH:4][C:5]=1[O:6][CH3:7]. Reactant: O=[CH:2][C:3]1[CH:11]=[CH:10][C:8]([OH:9])=[C:5]([O:6][CH3:7])[CH:4]=1.C1(P(C2C=CC=CC=2)(C2C=CC=CC=2)=[CH:19][C:20]([O:22][CH2:23][CH3:24])=[O:21])C=CC=CC=1. (3) Reactant: [C:1]([CH:3]1[CH2:6][N:5]([C:7](=[O:42])[C@H:8]([NH:12][C:13]([C:15]2[C:23]3[C:18](=[N:19][CH:20]=[C:21]([C:24]4[S:32][C:31]5[C:26](=[N:27][CH:28]=[CH:29][C:30]=5[Cl:33])[CH:25]=4)[N:22]=3)[N:17](COCC[Si](C)(C)C)[CH:16]=2)=[O:14])[CH:9]2[CH2:11][CH2:10]2)[CH2:4]1)#[N:2].FC(F)(F)C(O)=O. Product: [C:1]([CH:3]1[CH2:4][N:5]([C:7](=[O:42])[C@H:8]([NH:12][C:13]([C:15]2[C:23]3[C:18](=[N:19][CH:20]=[C:21]([C:24]4[S:32][C:31]5[C:26](=[N:27][CH:28]=[CH:29][C:30]=5[Cl:33])[CH:25]=4)[N:22]=3)[NH:17][CH:16]=2)=[O:14])[CH:9]2[CH2:11][CH2:10]2)[CH2:6]1)#[N:2]. The catalyst class is: 4. (4) Reactant: [O:1]1[CH2:6][CH2:5][CH2:4][CH2:3][CH:2]1[O:7][NH:8][C:9](=[O:32])[CH2:10][C:11]1([C:20]2[S:21][C:22]([C:25]3[CH:30]=[CH:29][C:28]([Cl:31])=[CH:27][CH:26]=3)=[CH:23][CH:24]=2)[S:17](=[O:19])(=[O:18])[CH2:16][CH2:15][NH:14][CH2:13][CH2:12]1.C(N(CC)CC)C.[CH3:40][O:41][CH2:42][CH2:43][NH:44][S:45](ON1C(=O)CCC1=O)(=[O:47])=[O:46]. Product: [O:1]1[CH2:6][CH2:5][CH2:4][CH2:3][CH:2]1[O:7][NH:8][C:9](=[O:32])[CH2:10][C@@:11]1([C:20]2[S:21][C:22]([C:25]3[CH:26]=[CH:27][C:28]([Cl:31])=[CH:29][CH:30]=3)=[CH:23][CH:24]=2)[S:17](=[O:19])(=[O:18])[CH2:16][CH2:15][N:14]([S:45]([NH:44][CH2:43][CH2:42][O:41][CH3:40])(=[O:47])=[O:46])[CH2:13][CH2:12]1. The catalyst class is: 10. (5) Reactant: [Cl:1][C:2]1[N:7]=[C:6]([CH3:8])[C:5]([C:9]([N:11]2[CH2:16][CH2:15][N:14]([S:17]([C:20]3[CH:25]=[CH:24][C:23]([C:26]([F:29])([F:28])[F:27])=[CH:22][CH:21]=3)(=[O:19])=[O:18])[CH2:13][C@@H:12]2[CH3:30])=[O:10])=[CH:4][CH:3]=1.[CH3:31][NH:32][CH3:33].CO. Product: [ClH:1].[CH3:31][N:32]([CH3:33])[C:2]1[CH:3]=[CH:4][C:5]([C:9]([N:11]2[CH2:16][CH2:15][N:14]([S:17]([C:20]3[CH:25]=[CH:24][C:23]([C:26]([F:29])([F:28])[F:27])=[CH:22][CH:21]=3)(=[O:19])=[O:18])[CH2:13][C@@H:12]2[CH3:30])=[O:10])=[C:6]([CH3:8])[N:7]=1. The catalyst class is: 32. (6) Reactant: [CH3:1][C:2]1[O:6][N:5]=[CH:4][C:3]=1[C:7]([OH:9])=O.S(Cl)(Cl)=O.[NH2:14][C:15]1([C:21](O)=[O:22])[CH2:20][CH2:19][CH2:18][CH2:17][CH2:16]1.C(=O)([O-])O.[Na+].Cl.C(N=C=NCCCN(C)C)C. Product: [CH3:1][C:2]1[O:6][N:5]=[CH:4][C:3]=1[C:7]1[O:9][C:21](=[O:22])[C:15]2([CH2:20][CH2:19][CH2:18][CH2:17][CH2:16]2)[N:14]=1. The catalyst class is: 93. (7) Product: [C:8]([NH2:16])(=[O:9])[C:7]1[CH:11]=[CH:12][CH:4]=[CH:5][CH:6]=1. Reactant: FC(F)(F)O[C:4]1[CH:12]=[CH:11][C:7]([C:8](O)=[O:9])=[CH:6][CH:5]=1.C[N:16](C(ON1N=NC2C=CC=NC1=2)=[N+](C)C)C.F[P-](F)(F)(F)(F)F.CCN(C(C)C)C(C)C.NC(C)(COC1C=CC2COB(O)C=2C=1N(C)C)C#N. The catalyst class is: 3. (8) Reactant: [NH:1]1[CH2:6][CH2:5][NH:4][CH2:3][CH2:2]1.Cl[C:8]1[C:9]2[N:17]=[C:16]([Cl:18])[CH:15]=[CH:14][C:10]=2[N:11]=[CH:12][N:13]=1. Product: [N:1]1([C:8]2[C:9]3[N:17]=[C:16]([Cl:18])[CH:15]=[CH:14][C:10]=3[N:11]=[CH:12][N:13]=2)[CH2:6][CH2:5][NH:4][CH2:3][CH2:2]1. The catalyst class is: 12. (9) Reactant: [C:1]([O:5][C:6]([N:8]1[CH2:12][C@@H:11]([CH2:13][NH:14][CH:15]([CH3:17])[CH3:16])[C@H:10]([C:18]([CH3:26])([CH3:25])[O:19][SiH2:20][C:21]([CH3:24])([CH3:23])[CH3:22])[CH2:9]1)=[O:7])([CH3:4])([CH3:3])[CH3:2].[CH3:27][O:28][CH2:29][CH2:30][CH2:31][N:32]1[C:40]2[C:35](=[CH:36][CH:37]=[C:38]([C:41](O)=[O:42])[CH:39]=2)[C:34]([CH3:44])=[CH:33]1.O=C1N(P(Cl)(N2CCOC2=O)=O)CCO1.C(N(CC)CC)C. Product: [C:1]([O:5][C:6]([N:8]1[CH2:12][C@@H:11]([CH2:13][N:14]([CH:15]([CH3:16])[CH3:17])[C:41]([C:38]2[CH:39]=[C:40]3[C:35]([C:34]([CH3:44])=[CH:33][N:32]3[CH2:31][CH2:30][CH2:29][O:28][CH3:27])=[CH:36][CH:37]=2)=[O:42])[C@H:10]([C:18]([CH3:26])([CH3:25])[O:19][SiH2:20][C:21]([CH3:24])([CH3:23])[CH3:22])[CH2:9]1)=[O:7])([CH3:4])([CH3:2])[CH3:3]. The catalyst class is: 2. (10) Reactant: [H-].[Na+].[OH:3][CH2:4][C:5]1[C:6](=[O:11])[NH:7][CH:8]=[CH:9][CH:10]=1.[F:12][C:13]1[CH:21]=[CH:20][C:16]([C:17](Cl)=[O:18])=[CH:15][CH:14]=1. Product: [F:12][C:13]1[CH:21]=[CH:20][C:16]([C:17]([O:3][CH2:4][C:5]2[C:6](=[O:11])[NH:7][CH:8]=[CH:9][CH:10]=2)=[O:18])=[CH:15][CH:14]=1. The catalyst class is: 1.